From a dataset of Full USPTO retrosynthesis dataset with 1.9M reactions from patents (1976-2016). Predict the reactants needed to synthesize the given product. (1) Given the product [Cl:1][C:2]1[C:11]2[C:6](=[CH:7][CH:8]=[C:9]([F:12])[CH:10]=2)[N:5]=[C:4]([CH:13]([NH2:15])[CH3:14])[C:3]=1[C:26]1[CH:31]=[CH:30][CH:29]=[CH:28][N:27]=1, predict the reactants needed to synthesize it. The reactants are: [Cl:1][C:2]1[C:11]2[C:6](=[CH:7][CH:8]=[C:9]([F:12])[CH:10]=2)[N:5]=[C:4]([CH:13]([N:15]2C(=O)C3C(=CC=CC=3)C2=O)[CH3:14])[C:3]=1[C:26]1[CH:31]=[CH:30][CH:29]=[CH:28][N:27]=1.NN. (2) Given the product [F:37][CH:2]([F:1])[C:3]1[N:7]([C:8]2[N:13]=[C:12]([N:14]3[CH2:15][CH2:16][O:17][CH2:18][CH2:19]3)[N:11]=[C:10]([N:20]3[CH2:21][CH2:22][CH:23]([N:26]([CH2:45][CH2:46][CH2:47][OH:48])[S:27]([CH3:30])(=[O:29])=[O:28])[CH2:24][CH2:25]3)[N:9]=2)[C:6]2[CH:31]=[CH:32][CH:33]=[C:34]([O:35][CH3:36])[C:5]=2[N:4]=1, predict the reactants needed to synthesize it. The reactants are: [F:1][CH:2]([F:37])[C:3]1[N:7]([C:8]2[N:13]=[C:12]([N:14]3[CH2:19][CH2:18][O:17][CH2:16][CH2:15]3)[N:11]=[C:10]([N:20]3[CH2:25][CH2:24][CH:23]([NH:26][S:27]([CH3:30])(=[O:29])=[O:28])[CH2:22][CH2:21]3)[N:9]=2)[C:6]2[CH:31]=[CH:32][CH:33]=[C:34]([O:35][CH3:36])[C:5]=2[N:4]=1.C([O-])([O-])=O.[K+].[K+].Br[CH2:45][CH2:46][CH2:47][OH:48].